This data is from Reaction yield outcomes from USPTO patents with 853,638 reactions. The task is: Predict the reaction yield, written as a fraction of the theoretical maximum amount of product (1.0 means a 100% yield; for example, 0.34 means a 34% yield). (1) The reactants are Br[C:2]1[CH:18]=[CH:17][C:5]2[N:6]=[C:7]([CH2:9][CH2:10][N:11]3[CH2:15][CH2:14][CH2:13][C@H:12]3[CH3:16])[S:8][C:4]=2[CH:3]=1.[N:19]1[CH:24]=[CH:23][CH:22]=[C:21](B(O)O)[CH:20]=1.C1(P(C2CCCCC2)C2C=CC=CC=2C2C=CC=CC=2)CCCCC1.C(=O)([O-])[O-].[Na+].[Na+]. The catalyst is CC(O)C.O.Cl[Pd](Cl)([P](C1C=CC=CC=1)(C1C=CC=CC=1)C1C=CC=CC=1)[P](C1C=CC=CC=1)(C1C=CC=CC=1)C1C=CC=CC=1. The product is [CH3:16][C@@H:12]1[CH2:13][CH2:14][CH2:15][N:11]1[CH2:10][CH2:9][C:7]1[S:8][C:4]2[CH:3]=[C:2]([C:21]3[CH:20]=[N:19][CH:24]=[CH:23][CH:22]=3)[CH:18]=[CH:17][C:5]=2[N:6]=1. The yield is 0.670. (2) The reactants are [C:1]([O-:6])(=[O:5])[CH:2]([CH3:4])[CH3:3].C[N+](C)(C)C.C(O)(=O)C(C)C.[C:18](=[O:28])([S:26][CH3:27])[O:19][O:20][CH:21](Cl)[CH:22]([CH3:24])[CH3:23]. The catalyst is CCOC(C)=O. The product is [C:18](=[O:28])([S:26][CH3:27])[O:19][O:20][CH:21]([O:6][C:1](=[O:5])[CH:2]([CH3:4])[CH3:3])[CH:22]([CH3:24])[CH3:23]. The yield is 0.650. (3) The reactants are [NH2:1][C:2]1[CH:3]=[C:4]([CH:10]=[CH:11][C:12]=1C1(N)CCCCC1)[C:5]([O:7][CH2:8][CH3:9])=[O:6].[CH:20]([C:22]1[CH:32]=[CH:31][C:25]([O:26][CH2:27][C:28]([OH:30])=[O:29])=[CH:24][CH:23]=1)=O.OOS([O-])=O.[K+]. The catalyst is CN(C=O)C.O. The product is [CH2:8]([O:7][C:5]([C:4]1[CH:10]=[CH:11][C:12]2[N:1]([CH:2]3[CH2:3][CH2:4][CH2:10][CH2:11][CH2:12]3)[C:20]([C:22]3[CH:32]=[CH:31][C:25]([O:26][CH2:27][C:28]([OH:30])=[O:29])=[CH:24][CH:23]=3)=[N:1][C:2]=2[CH:3]=1)=[O:6])[CH3:9]. The yield is 0.650. (4) The reactants are [Br:1][C:2]1[CH:3]=[N:4][CH:5]=[C:6]([CH:10]=1)[C:7]([OH:9])=O.CN(C(ON1N=NC2C=CC=NC1=2)=[N+](C)C)C.F[P-](F)(F)(F)(F)F.CCN(C(C)C)C(C)C.[Cl:44][C:45]1[C:53]([C:54]#[N:55])=[CH:52][CH:51]=[C:50]2[C:46]=1[CH:47]=[C:48]([CH:62]([F:64])[F:63])[N:49]2[CH2:56]/[C:57](=[N:60]/[H])/[NH:58]O. The catalyst is CN(C=O)C.C1COCC1.O. The product is [Br:1][C:2]1[CH:10]=[C:6]([C:7]2[O:9][N:60]=[C:57]([CH2:56][N:49]3[C:50]4[C:46](=[C:45]([Cl:44])[C:53]([C:54]#[N:55])=[CH:52][CH:51]=4)[CH:47]=[C:48]3[CH:62]([F:64])[F:63])[N:58]=2)[CH:5]=[N:4][CH:3]=1. The yield is 0.310. (5) The yield is 0.970. The reactants are [C:1]([C:4]1[NH:8][C:7]2[C:9]([Cl:13])=[C:10]([Cl:12])[S:11][C:6]=2[CH:5]=1)([OH:3])=O.[NH2:14][C@H:15]1[CH2:23][C:22]2[C:17](=[CH:18][CH:19]=[CH:20][CH:21]=2)[C@@H:16]1[NH:24][S:25]([CH3:28])(=[O:27])=[O:26].CCN(C(C)C)C(C)C.C1C=CC2N(O)N=NC=2C=1.CCN=C=NCCCN(C)C. The catalyst is C(Cl)Cl. The product is [Cl:12][C:10]1[S:11][C:6]2[CH:5]=[C:4]([C:1]([NH:14][C@H:15]3[CH2:23][C:22]4[C:17](=[CH:18][CH:19]=[CH:20][CH:21]=4)[C@@H:16]3[NH:24][S:25]([CH3:28])(=[O:27])=[O:26])=[O:3])[NH:8][C:7]=2[C:9]=1[Cl:13].